Dataset: Peptide-MHC class I binding affinity with 185,985 pairs from IEDB/IMGT. Task: Regression. Given a peptide amino acid sequence and an MHC pseudo amino acid sequence, predict their binding affinity value. This is MHC class I binding data. (1) The peptide sequence is ASNENMDAM. The MHC is H-2-Db with pseudo-sequence H-2-Db. The binding affinity (normalized) is 0.752. (2) The peptide sequence is FLCLFLLPSL. The MHC is HLA-A02:01 with pseudo-sequence HLA-A02:01. The binding affinity (normalized) is 1.00. (3) The peptide sequence is LTARGLLNMA. The MHC is Mamu-A02 with pseudo-sequence Mamu-A02. The binding affinity (normalized) is 0.357. (4) The peptide sequence is MIDSDEWVY. The MHC is HLA-A02:11 with pseudo-sequence HLA-A02:11. The binding affinity (normalized) is 0.680. (5) The peptide sequence is TPRIANRLL. The MHC is HLA-A02:01 with pseudo-sequence HLA-A02:01. The binding affinity (normalized) is 0.0847. (6) The peptide sequence is TILDDNLYK. The MHC is HLA-A33:01 with pseudo-sequence HLA-A33:01. The binding affinity (normalized) is 0. (7) The peptide sequence is IALPVAWLF. The MHC is HLA-A02:12 with pseudo-sequence HLA-A02:12. The binding affinity (normalized) is 0.0847.